This data is from Forward reaction prediction with 1.9M reactions from USPTO patents (1976-2016). The task is: Predict the product of the given reaction. (1) Given the reactants [F:1][C:2]1[CH:7]=[C:6]([N:8]2[CH:13]=[CH:12][CH:11]=[CH:10][C:9]2=[O:14])[CH:5]=[CH:4][C:3]=1[NH:15][C:16]([C@@H:18]1[C@@H:20]([CH2:21][O:22][C:23]2[CH:28]=[CH:27][C:26]([O:29][CH3:30])=[CH:25][CH:24]=2)[C@@H:19]1[C:31]([OH:33])=[O:32])=[O:17].[C:34]([O-])([O-])=O.[K+].[K+].IC.[OH-].[Na+], predict the reaction product. The product is: [CH3:34][O:32][C:31]([C@H:19]1[C@H:20]([CH2:21][O:22][C:23]2[CH:28]=[CH:27][C:26]([O:29][CH3:30])=[CH:25][CH:24]=2)[C@H:18]1[C:16](=[O:17])[NH:15][C:3]1[CH:4]=[CH:5][C:6]([N:8]2[CH:13]=[CH:12][CH:11]=[CH:10][C:9]2=[O:14])=[CH:7][C:2]=1[F:1])=[O:33]. (2) The product is: [Cl:14][C:9]1[CH:8]=[C:7]([C@H:6]2[C@H:2]([NH:1][CH:30]([CH3:32])[CH3:29])[CH2:3][N:4]([C:15]([CH:17]3[CH2:22][CH2:21][N:20]([C:23]([C:25]4([CH3:28])[CH2:27][CH2:26]4)=[O:24])[CH2:19][CH2:18]3)=[O:16])[CH2:5]2)[CH:12]=[CH:11][C:10]=1[Cl:13]. Given the reactants [NH2:1][CH:2]1[CH:6]([C:7]2[CH:12]=[CH:11][C:10]([Cl:13])=[C:9]([Cl:14])[CH:8]=2)[CH2:5][N:4]([C:15]([CH:17]2[CH2:22][CH2:21][N:20]([C:23]([C:25]3([CH3:28])[CH2:27][CH2:26]3)=[O:24])[CH2:19][CH2:18]2)=[O:16])[CH2:3]1.[CH3:29][C:30]([CH3:32])=O.C(O[BH-](OC(=O)C)OC(=O)C)(=O)C.[Na+].C(O)(=O)C, predict the reaction product.